Predict the reactants needed to synthesize the given product. From a dataset of Full USPTO retrosynthesis dataset with 1.9M reactions from patents (1976-2016). (1) Given the product [CH3:34][C:23]1[CH:22]=[C:21]([C:19]([N:10]2[C:11]3[CH:18]=[CH:17][CH:16]=[CH:15][C:12]=3[CH2:13][N:14]3[C:5]([C:3]([NH:42][CH2:41][C:40]4[CH:43]=[CH:44][CH:45]=[C:38]([CH3:37])[CH:39]=4)=[O:4])=[CH:6][CH:7]=[C:8]3[CH2:9]2)=[O:20])[CH:26]=[CH:25][C:24]=1[C:27]1[CH:32]=[CH:31][CH:3]=[CH:5][C:6]=1[CH3:7], predict the reactants needed to synthesize it. The reactants are: ClC(Cl)(Cl)[C:3]([C:5]1[N:14]2[C:8]([CH2:9][N:10]([C:19]([C:21]3[CH:26]=[CH:25][C:24]([C:27]4[CH:32]=[CH:31]C=CC=4C)=[C:23]([CH3:34])[CH:22]=3)=[O:20])[C:11]3[CH:18]=[CH:17][CH:16]=[CH:15][C:12]=3[CH2:13]2)=[CH:7][CH:6]=1)=[O:4].[CH3:37][C:38]1[CH:39]=[C:40]([CH:43]=[CH:44][CH:45]=1)[CH2:41][NH2:42]. (2) Given the product [CH3:51][O:50][CH2:49][CH2:48][CH2:47][N:43]1[C:42]2[CH:52]=[C:38]([CH:27]([O:26][C@@H:10]3[C@@H:9]([C:6]4[CH:7]=[CH:8][C:3]([CH2:2][O:56][CH2:55][C@@H:54]([CH3:53])[C@@H:57]([O:59][CH:60]5[CH2:65][CH2:64][CH2:63][CH2:62][O:61]5)[CH3:58])=[CH:4][CH:5]=4)[C@H:14]([O:15][Si:16]([CH:17]([CH3:19])[CH3:18])([CH:23]([CH3:24])[CH3:25])[CH:20]([CH3:21])[CH3:22])[CH2:13][NH:12][CH2:11]3)[S:28]([C:31]3[CH:36]=[CH:35][C:34]([CH3:37])=[CH:33][CH:32]=3)(=[O:29])=[O:30])[CH:39]=[CH:40][C:41]=2[O:46][CH2:45][CH2:44]1, predict the reactants needed to synthesize it. The reactants are: Cl[CH2:2][C:3]1[CH:8]=[CH:7][C:6]([C@H:9]2[C@H:14]([O:15][Si:16]([CH:23]([CH3:25])[CH3:24])([CH:20]([CH3:22])[CH3:21])[CH:17]([CH3:19])[CH3:18])[CH2:13][NH:12][CH2:11][C@@H:10]2[O:26][CH:27]([C:38]2[CH:39]=[CH:40][C:41]3[O:46][CH2:45][CH2:44][N:43]([CH2:47][CH2:48][CH2:49][O:50][CH3:51])[C:42]=3[CH:52]=2)[S:28]([C:31]2[CH:36]=[CH:35][C:34]([CH3:37])=[CH:33][CH:32]=2)(=[O:30])=[O:29])=[CH:5][CH:4]=1.[CH3:53][C@@H:54]([C@@H:57]([O:59][CH:60]1[CH2:65][CH2:64][CH2:63][CH2:62][O:61]1)[CH3:58])[CH2:55][OH:56]. (3) Given the product [CH3:27][O:28][C:29](=[O:33])[CH2:30][CH2:31][NH:32][C:5](=[O:7])[C:4]1[CH:8]=[CH:9][C:10]([CH:11]([CH3:25])[C:12]([C:18]2[CH:23]=[CH:22][N:21]=[C:20]([Cl:24])[CH:19]=2)([OH:17])[C:13]([F:15])([F:16])[F:14])=[C:2]([Cl:1])[CH:3]=1, predict the reactants needed to synthesize it. The reactants are: [Cl:1][C:2]1[CH:3]=[C:4]([CH:8]=[CH:9][C:10]=1[CH:11]([CH3:25])[C:12]([C:18]1[CH:23]=[CH:22][N:21]=[C:20]([Cl:24])[CH:19]=1)([OH:17])[C:13]([F:16])([F:15])[F:14])[C:5]([OH:7])=O.Cl.[CH3:27][O:28][C:29](=[O:33])[CH2:30][CH2:31][NH2:32].CN(C(ON1N=NC2C=CC=CC1=2)=[N+](C)C)C.F[P-](F)(F)(F)(F)F. (4) Given the product [NH2:22][C:23]([NH:1][C:2]1[CH:6]=[C:5]([C:7]2[CH:12]=[CH:11][CH:10]=[C:9]([OH:13])[CH:8]=2)[S:4][C:3]=1[C:15]([NH2:17])=[O:16])=[O:24], predict the reactants needed to synthesize it. The reactants are: [NH2:1][C:2]1[CH:6]=[C:5]([C:7]2[CH:12]=[CH:11][CH:10]=[C:9]([O:13]C)[CH:8]=2)[S:4][C:3]=1[C:15]([NH2:17])=[O:16].C[Si]([N:22]=[C:23]=[O:24])(C)C.CN(C)C=O. (5) Given the product [CH3:8][N:6]([CH3:7])[CH:3]=[CH:10][C:9]([C:12]1[CH:13]=[CH:14][C:15]([F:22])=[C:16]([CH:21]=1)[C:17]([O:19][CH3:20])=[O:18])=[O:11], predict the reactants needed to synthesize it. The reactants are: CO[CH:3]([N:6]([CH3:8])[CH3:7])OC.[C:9]([C:12]1[CH:13]=[CH:14][C:15]([F:22])=[C:16]([CH:21]=1)[C:17]([O:19][CH3:20])=[O:18])(=[O:11])[CH3:10].CO. (6) Given the product [Cl:31][C:25]1[CH:24]=[C:23]([CH:18]([C:19]([F:21])([F:22])[F:20])/[CH:17]=[CH:16]/[C:11]2[CH:12]=[C:13]3[C:8](=[CH:9][CH:10]=2)[C:7](=[O:32])[N:6]([CH2:5][C:4]([OH:33])=[O:3])[N:15]=[CH:14]3)[CH:28]=[C:27]([Cl:29])[C:26]=1[F:30], predict the reactants needed to synthesize it. The reactants are: C([O:3][C:4](=[O:33])[CH2:5][N:6]1[N:15]=[CH:14][C:13]2[C:8](=[CH:9][CH:10]=[C:11](/[CH:16]=[CH:17]/[CH:18]([C:23]3[CH:28]=[C:27]([Cl:29])[C:26]([F:30])=[C:25]([Cl:31])[CH:24]=3)[C:19]([F:22])([F:21])[F:20])[CH:12]=2)[C:7]1=[O:32])C. (7) Given the product [Cl:5][C:6]1[CH:11]=[C:10]([CH:9]=[CH:8][C:7]=1[O:15][C:16]1[CH:21]=[CH:20][CH:19]=[C:18]([Cl:22])[CH:17]=1)[NH2:12], predict the reactants needed to synthesize it. The reactants are: C(O)(=O)C.[Cl:5][C:6]1[CH:11]=[C:10]([N+:12]([O-])=O)[CH:9]=[CH:8][C:7]=1[O:15][C:16]1[CH:21]=[CH:20][CH:19]=[C:18]([Cl:22])[CH:17]=1. (8) Given the product [CH3:10][O:9][CH2:8][C:6]1[N:7]=[C:2]([NH:25][C:26]2[CH:35]=[C:34]3[C:29]([CH2:30][CH2:31][CH2:32][NH:33]3)=[CH:28][CH:27]=2)[C:3]2[CH:14]=[CH:13][C:12]([C:15]3[C:20]([C:21]([F:24])([F:23])[F:22])=[CH:19][CH:18]=[CH:17][N:16]=3)=[N:11][C:4]=2[N:5]=1, predict the reactants needed to synthesize it. The reactants are: Cl[C:2]1[C:3]2[CH:14]=[CH:13][C:12]([C:15]3[C:20]([C:21]([F:24])([F:23])[F:22])=[CH:19][CH:18]=[CH:17][N:16]=3)=[N:11][C:4]=2[N:5]=[C:6]([CH2:8][O:9][CH3:10])[N:7]=1.[NH2:25][C:26]1[CH:35]=[C:34]2[C:29]([CH2:30][CH2:31][CH2:32][NH:33]2)=[CH:28][CH:27]=1. (9) Given the product [Br:1][C:2]1[CH:7]=[CH:6][C:5]([C:8]([C:18]2[CH:19]=[CH:20][C:15]([OH:21])=[CH:16][CH:17]=2)([CH2:11][CH3:12])[CH2:9][CH3:10])=[CH:4][C:3]=1[CH3:14], predict the reactants needed to synthesize it. The reactants are: [Br:1][C:2]1[CH:7]=[CH:6][C:5]([C:8](O)([CH2:11][CH3:12])[CH2:9][CH3:10])=[CH:4][C:3]=1[CH3:14].[C:15]1([OH:21])[CH:20]=[CH:19][CH:18]=[CH:17][CH:16]=1.FC(F)(F)S(O)(=O)=O. (10) Given the product [CH3:35][C:28]1[N:29]=[C:25]([NH:24][C:21](=[O:23])[CH3:22])[S:26][C:27]=1[C:46]1[N:19]=[C:17]([NH:16][C:13]2[CH:12]=[CH:11][C:10]([S:7]([N:1]3[CH2:6][CH2:5][O:4][CH2:3][CH2:2]3)(=[O:8])=[O:9])=[CH:15][CH:14]=2)[S:18][CH:47]=1, predict the reactants needed to synthesize it. The reactants are: [N:1]1([S:7]([C:10]2[CH:15]=[CH:14][C:13]([NH:16][C:17]([NH2:19])=[S:18])=[CH:12][CH:11]=2)(=[O:9])=[O:8])[CH2:6][CH2:5][O:4][CH2:3][CH2:2]1.Br.[C:21]([NH:24][C:25]1(NC2C=C(C=CC=2)C(O)=O)[NH:29][C:28]([CH3:35])(C2SC=NC=2)[CH2:27][S:26]1)(=[O:23])[CH3:22].[CH3:46][CH2:47]O.